From a dataset of Reaction yield outcomes from USPTO patents with 853,638 reactions. Predict the reaction yield, written as a fraction of the theoretical maximum amount of product (1.0 means a 100% yield; for example, 0.34 means a 34% yield). (1) The reactants are [Br:1][C:2]1[C:3]([O:12][CH3:13])=[C:4]([O:10][CH3:11])[CH:5]=[C:6]([CH:9]=1)[CH:7]=O.[C:14](#[N:18])[CH2:15][C:16]#[N:17].N1CCCCC1.[NH2:25][C:26]1[C:31]([NH2:32])=[CH:30][CH:29]=[CH:28][C:27]=1[OH:33]. The catalyst is C(O)C.O. The product is [C:16]([C:15]1[CH:7]([C:6]2[CH:5]=[C:4]([O:10][CH3:11])[C:3]([O:12][CH3:13])=[C:2]([Br:1])[CH:9]=2)[C:28]2[C:27](=[C:26]([NH2:25])[C:31]([NH2:32])=[CH:30][CH:29]=2)[O:33][C:14]=1[NH2:18])#[N:17]. The yield is 0.850. (2) The reactants are C([O:3][C:4]([C:6]1[C:10]([CH3:11])=[C:9]([CH:12]=[O:13])[NH:8][C:7]=1[CH3:14])=[O:5])C.[OH-].[K+].Cl. The catalyst is CO.O. The product is [CH:12]([C:9]1[NH:8][C:7]([CH3:14])=[C:6]([C:4]([OH:5])=[O:3])[C:10]=1[CH3:11])=[O:13]. The yield is 0.930. (3) The reactants are [C:1]([CH2:4][C:5]1[C:13]([Cl:14])=[CH:12][CH:11]=[CH:10][C:6]=1[C:7]([OH:9])=O)([OH:3])=O.[CH3:15][C:16]1[CH:23]=[C:22]([CH3:24])[CH:21]=[CH:20][C:17]=1[CH2:18][NH2:19].CC(C)=O.CO. The catalyst is C(Cl)Cl. The product is [Cl:14][C:13]1[CH:12]=[CH:11][CH:10]=[C:6]2[C:5]=1[CH2:4][C:1](=[O:3])[N:19]([CH2:18][C:17]1[CH:20]=[CH:21][C:22]([CH3:24])=[CH:23][C:16]=1[CH3:15])[C:7]2=[O:9]. The yield is 0.730. (4) The reactants are Br[C:2]1[C:3]([C:15]2[CH:20]=[CH:19][CH:18]=[C:17]([F:21])[CH:16]=2)=[N:4][N:5]2[C:10]=1[CH:9]=[CH:8][C:7]([O:11][CH:12]([F:14])[F:13])=[N:6]2.C(=O)([O-])[O-].[Na+].[Na+].[CH3:28][S:29]([C:32]1[CH:37]=[CH:36][C:35](B(O)O)=[CH:34][CH:33]=1)(=[O:31])=[O:30]. The catalyst is CN(C=O)C.C(OCC)(=O)C. The product is [F:13][CH:12]([F:14])[O:11][C:7]1[CH:8]=[CH:9][C:10]2[N:5]([N:4]=[C:3]([C:15]3[CH:20]=[CH:19][CH:18]=[C:17]([F:21])[CH:16]=3)[C:2]=2[C:35]2[CH:36]=[CH:37][C:32]([S:29]([CH3:28])(=[O:31])=[O:30])=[CH:33][CH:34]=2)[N:6]=1. The yield is 0.370. (5) The reactants are [CH3:1][O:2][C:3]1[CH:4]=[C:5]([CH:7]=[CH:8][C:9]=1[O:10][CH3:11])[NH2:6].[Br:12][C:13]1[N:14]=[C:15](Br)[C:16]2[N:17]([CH:19]=[CH:20][N:21]=2)[CH:18]=1.C(N(CC)C(C)C)(C)C.CN([CH:35]=[O:36])C. No catalyst specified. The product is [Br:12][C:13]1[N:14]=[C:15]([NH:6][C:5]2[CH:7]=[C:8]([O:36][CH3:35])[C:9]([O:10][CH3:11])=[C:3]([O:2][CH3:1])[CH:4]=2)[C:16]2[N:17]([CH:19]=[CH:20][N:21]=2)[CH:18]=1. The yield is 0.740. (6) The reactants are C([O:3][C:4]([C:6]1[S:7][CH:8]=[C:9]([C:11]2[CH:16]=[CH:15][CH:14]=[CH:13][CH:12]=2)[N:10]=1)=[O:5])C.[OH-].[K+]. The catalyst is CO. The product is [C:11]1([C:9]2[N:10]=[C:6]([C:4]([OH:5])=[O:3])[S:7][CH:8]=2)[CH:12]=[CH:13][CH:14]=[CH:15][CH:16]=1. The yield is 0.720. (7) The reactants are C(O[C:4](=[O:17])[CH2:5][C:6]1([CH2:13][N+]([O-])=O)[CH2:10][CH2:9][C:8]([CH3:12])([CH3:11])[CH2:7]1)C.[CH3:18]O. The catalyst is [Ni]. The product is [CH3:12][C:8]1([CH3:11])[CH2:9][CH2:10][C:6]2([CH2:5][C:4](=[O:17])[CH2:18][CH2:13]2)[CH2:7]1. The yield is 0.940.